From a dataset of Aqueous solubility values for 9,982 compounds from the AqSolDB database. Regression/Classification. Given a drug SMILES string, predict its absorption, distribution, metabolism, or excretion properties. Task type varies by dataset: regression for continuous measurements (e.g., permeability, clearance, half-life) or binary classification for categorical outcomes (e.g., BBB penetration, CYP inhibition). For this dataset (solubility_aqsoldb), we predict Y. (1) The compound is N#CSCSc1nc2ccccc2s1. The Y is -3.28 log mol/L. (2) The compound is CCCCOC(=O)c1ccccc1N. The Y is -3.38 log mol/L. (3) The compound is CN/C(=C/[N+](=O)[O-])NCCSCc1ccc(CN(C)C)o1. The Y is -2.50 log mol/L. (4) The molecule is OC(=S)CCCCCCC(O)=S. The Y is -2.24 log mol/L. (5) The molecule is O=C(O)CNC(=O)CNS(=O)(=O)c1ccc2ccccc2c1. The Y is -2.70 log mol/L.